From a dataset of Reaction yield outcomes from USPTO patents with 853,638 reactions. Predict the reaction yield, written as a fraction of the theoretical maximum amount of product (1.0 means a 100% yield; for example, 0.34 means a 34% yield). The reactants are [CH2:1]([C@H:8]1[CH2:12][O:11][C:10](=[O:13])[N:9]1[C:14](=[O:19])[CH2:15][CH2:16][CH:17]=[CH2:18])[C:2]1[CH:7]=[CH:6][CH:5]=[CH:4][CH:3]=1.C[Si](C)(C)[N-][Si](C)(C)C.[Na+].[CH2:30](Br)[C:31]1[CH:36]=[CH:35][CH:34]=[CH:33][CH:32]=1. The catalyst is C1COCC1. The product is [CH2:1]([C@H:8]1[CH2:12][O:11][C:10](=[O:13])[N:9]1[C:14](=[O:19])[C@@H:15]([CH2:30][C:31]1[CH:36]=[CH:35][CH:34]=[CH:33][CH:32]=1)[CH2:16][CH:17]=[CH2:18])[C:2]1[CH:3]=[CH:4][CH:5]=[CH:6][CH:7]=1. The yield is 0.660.